Dataset: Catalyst prediction with 721,799 reactions and 888 catalyst types from USPTO. Task: Predict which catalyst facilitates the given reaction. (1) Reactant: [Li+].[CH3:2][CH:3]([N-:5]C(C)C)C.C(=O)=O.CC(C)=O.C[O:17][C:18]([C:20]1([O:23][CH3:24])[CH2:22][CH2:21]1)=O.C(#N)C. Product: [CH3:24][O:23][C:20]1([C:18](=[O:17])[CH2:2][C:3]#[N:5])[CH2:22][CH2:21]1. The catalyst class is: 1. (2) Reactant: [CH2:1]([O:3][C:4](=[O:26])[CH2:5][C:6]1([CH2:9][CH2:10][CH:11]([CH2:15][C:16]2[CH:21]=[CH:20][C:19]([C:22]([O:24][CH3:25])=[O:23])=[CH:18][CH:17]=2)[C:12](O)=[O:13])[CH2:8][CH2:7]1)[CH3:2].[Cl-].[NH4+]. Product: [CH2:1]([O:3][C:4](=[O:26])[CH2:5][C:6]1([CH2:9][CH2:10][CH:11]([CH2:12][OH:13])[CH2:15][C:16]2[CH:21]=[CH:20][C:19]([C:22]([O:24][CH3:25])=[O:23])=[CH:18][CH:17]=2)[CH2:8][CH2:7]1)[CH3:2]. The catalyst class is: 1. (3) The catalyst class is: 41. Product: [Cl:11][C:12]1[N:17]=[C:16]([NH:1][C:2]2[CH:10]=[CH:9][CH:8]=[CH:7][C:3]=2[C:4]([NH2:6])=[O:5])[C:15]([Cl:19])=[CH:14][N:13]=1. Reactant: [NH2:1][C:2]1[CH:10]=[CH:9][CH:8]=[CH:7][C:3]=1[C:4]([NH2:6])=[O:5].[Cl:11][C:12]1[N:17]=[C:16](Cl)[C:15]([Cl:19])=[CH:14][N:13]=1.Cl. (4) Reactant: [C:1]([O:5][C:6]([N:8]1[CH2:13][CH2:12][CH2:11][CH2:10][CH:9]1[CH2:14][CH2:15][NH:16][CH:17]1[CH2:25][C:24]2[C:19](=[CH:20][CH:21]=[CH:22][CH:23]=2)[CH2:18]1)=[O:7])([CH3:4])([CH3:3])[CH3:2].Br[C:27]1[N:32]=[CH:31][CH:30]=[CH:29][N:28]=1.CC([O-])(C)C.[Na+]. Product: [C:1]([O:5][C:6]([N:8]1[CH2:13][CH2:12][CH2:11][CH2:10][CH:9]1[CH2:14][CH2:15][N:16]([CH:17]1[CH2:18][C:19]2[C:24](=[CH:23][CH:22]=[CH:21][CH:20]=2)[CH2:25]1)[C:27]1[N:32]=[CH:31][CH:30]=[CH:29][N:28]=1)=[O:7])([CH3:4])([CH3:2])[CH3:3]. The catalyst class is: 101. (5) Reactant: Cl[C:2]1[S:3][C:4]2[CH:10]=[CH:9][CH:8]=[CH:7][C:5]=2[N:6]=1.O.[NH2:12][NH2:13]. Product: [NH:12]([C:2]1[S:3][C:4]2[CH:10]=[CH:9][CH:8]=[CH:7][C:5]=2[N:6]=1)[NH2:13]. The catalyst class is: 8. (6) Reactant: [Cl:1][C:2]1[CH:3]=[C:4]([CH:27]=[CH:28][C:29]=1[Cl:30])[CH2:5][NH:6][C:7]1[CH:8]=[CH:9][C:10]([O:13][C:14]2[CH:19]=[CH:18][C:17]([CH2:20]CC(OCC)=O)=[CH:16][CH:15]=2)=[N:11][CH:12]=1.C=O.[C:33]([OH:36])(=[O:35])[CH3:34].[C:37]([BH3-])#N.[Na+].[OH-].[Na+].Cl. Product: [Cl:30][C:29]1[CH:28]=[C:27]([CH:37]=[CH:3][C:2]=1[Cl:1])[CH2:4][CH2:5][NH:6][C:7]1[CH:8]=[CH:9][C:10]([O:13][C:14]2[CH:15]=[CH:16][C:17]([CH2:20][CH2:34][C:33]([OH:36])=[O:35])=[CH:18][CH:19]=2)=[N:11][CH:12]=1. The catalyst class is: 40.